Dataset: Cav3 T-type calcium channel HTS with 100,875 compounds. Task: Binary Classification. Given a drug SMILES string, predict its activity (active/inactive) in a high-throughput screening assay against a specified biological target. (1) The molecule is o1c2c(cc(C(=O)NCc3occc3)c1=O)ccc(OC)c2. The result is 0 (inactive). (2) The drug is S=c1[nH]c(c(c(c1C#N)C)CC=C)C. The result is 0 (inactive).